This data is from Catalyst prediction with 721,799 reactions and 888 catalyst types from USPTO. The task is: Predict which catalyst facilitates the given reaction. (1) Reactant: [C@H:1]12[CH2:26][C@H:4]([N:5]([CH2:7][C:8]3[N:12]([C:13]4[CH:14]=[C:15]([CH:19]=[C:20]([C:22]([F:25])([F:24])[F:23])[CH:21]=4)[C:16]([NH2:18])=O)[N:11]=[N:10][N:9]=3)[CH2:6]1)[CH2:3][O:2]2.C(N(CC)CC)C.FC(F)(F)C(OC(=O)C(F)(F)F)=O. Product: [C@H:1]12[CH2:26][C@H:4]([N:5]([CH2:7][C:8]3[N:12]([C:13]4[CH:14]=[C:15]([CH:19]=[C:20]([C:22]([F:23])([F:25])[F:24])[CH:21]=4)[C:16]#[N:18])[N:11]=[N:10][N:9]=3)[CH2:6]1)[CH2:3][O:2]2. The catalyst class is: 4. (2) Reactant: [F:1][C:2]1[CH:7]=[CH:6][C:5]([CH2:8][CH2:9][CH2:10][C:11]([NH:13][CH3:14])=O)=[CH:4][CH:3]=1.[BH4-].[Na+].II.CO. Product: [F:1][C:2]1[CH:3]=[CH:4][C:5]([CH2:8][CH2:9][CH2:10][CH2:11][NH:13][CH3:14])=[CH:6][CH:7]=1. The catalyst class is: 1. (3) Reactant: CO[C:3]([CH:5]1[CH2:9][CH2:8][CH2:7][N:6]1[N:10]([C:16](=[O:35])[CH2:17][C:18]1[NH:23][C:22]2[CH:24]=[CH:25][C:26]([NH:28][S:29]([CH3:32])(=[O:31])=[O:30])=[CH:27][C:21]=2[S:20](=[O:34])(=[O:33])[N:19]=1)[CH2:11][CH2:12][CH:13]([CH3:15])[CH3:14])=[O:4].[O-]CC.[Na+].O. Product: [OH:4][C:3]1[CH:5]2[CH2:9][CH2:8][CH2:7][N:6]2[N:10]([CH2:11][CH2:12][CH:13]([CH3:14])[CH3:15])[C:16](=[O:35])[C:17]=1[C:18]1[NH:23][C:22]2[CH:24]=[CH:25][C:26]([NH:28][S:29]([CH3:32])(=[O:31])=[O:30])=[CH:27][C:21]=2[S:20](=[O:34])(=[O:33])[N:19]=1. The catalyst class is: 8. (4) Reactant: [OH:1][CH2:2][C:3]([C:8]1[O:12][N:11]=[C:10]([NH:13][C:14](=[O:22])OC2C=CC=CC=2)[CH:9]=1)([CH2:6][OH:7])[CH2:4][OH:5].[N:23]1([CH2:29][CH2:30][O:31][C:32]2[CH:50]=[CH:49][C:35]3[N:36]4[CH:41]=[C:40]([C:42]5[CH:47]=[CH:46][C:45]([NH2:48])=[CH:44][CH:43]=5)[N:39]=[C:37]4[S:38][C:34]=3[CH:33]=2)[CH2:28][CH2:27][O:26][CH2:25][CH2:24]1. Product: [OH:7][CH2:6][C:3]([C:8]1[O:12][N:11]=[C:10]([NH:13][C:14]([NH:48][C:45]2[CH:44]=[CH:43][C:42]([C:40]3[N:39]=[C:37]4[N:36]([CH:41]=3)[C:35]3[CH:49]=[CH:50][C:32]([O:31][CH2:30][CH2:29][N:23]5[CH2:24][CH2:25][O:26][CH2:27][CH2:28]5)=[CH:33][C:34]=3[S:38]4)=[CH:47][CH:46]=2)=[O:22])[CH:9]=1)([CH2:2][OH:1])[CH2:4][OH:5]. The catalyst class is: 630. (5) Reactant: [F:1][C:2]1[CH:18]=[CH:17][CH:16]=[CH:15][C:3]=1[CH2:4][C:5]1[C:9]([C:10]([O:12]CC)=[O:11])=[CH:8][NH:7][N:6]=1.[OH-].[Li+].C1COCC1. Product: [F:1][C:2]1[CH:18]=[CH:17][CH:16]=[CH:15][C:3]=1[CH2:4][C:5]1[C:9]([C:10]([OH:12])=[O:11])=[CH:8][NH:7][N:6]=1. The catalyst class is: 6.